This data is from Forward reaction prediction with 1.9M reactions from USPTO patents (1976-2016). The task is: Predict the product of the given reaction. (1) Given the reactants Cl.[Cl:2][C:3]1[CH:4]=[C:5]([CH2:10][N:11]2[CH:15]=[CH:14][N:13]([C:16]3([C:23]4[CH:28]=[CH:27][C:26]([F:29])=[CH:25][CH:24]=4)[CH2:21][CH2:20][N:19](C)[CH2:18][CH2:17]3)[C:12]2=[O:30])[CH:6]=[C:7]([Cl:9])[CH:8]=1.CC(Cl)OC(Cl)=O.C(Cl)Cl.C([O-])(O)=O.[Na+], predict the reaction product. The product is: [NH4+:11].[OH-:30].[Cl:2][C:3]1[CH:4]=[C:5]([CH2:10][N:11]2[CH:15]=[CH:14][N:13]([C:16]3([C:23]4[CH:28]=[CH:27][C:26]([F:29])=[CH:25][CH:24]=4)[CH2:21][CH2:20][NH:19][CH2:18][CH2:17]3)[C:12]2=[O:30])[CH:6]=[C:7]([Cl:9])[CH:8]=1. (2) Given the reactants [CH:1]([C:3]1[N:8]=[C:7]([C:9]([OH:11])=[O:10])[CH:6]=[CH:5][CH:4]=1)=O.[NH:12]1[CH2:17][CH2:16][O:15][CH2:14][CH2:13]1.C(O)(=O)C.C(O[BH-](OC(=O)C)OC(=O)C)(=O)C.[Na+], predict the reaction product. The product is: [N:12]1([CH2:1][C:3]2[N:8]=[C:7]([C:9]([OH:11])=[O:10])[CH:6]=[CH:5][CH:4]=2)[CH2:17][CH2:16][O:15][CH2:14][CH2:13]1. (3) Given the reactants [CH3:1][C:2]1[NH:3][C:4]2[C:9]([C:10]=1[CH:11]1[CH2:16][CH2:15][N:14]([CH3:17])[CH2:13][CH2:12]1)=[CH:8][C:7]([OH:18])=[CH:6][CH:5]=2.[C:19]1([S:25](Cl)(=[O:27])=[O:26])[CH:24]=[CH:23][CH:22]=[CH:21][CH:20]=1.[OH-].[Na+], predict the reaction product. The product is: [CH3:1][C:2]1[NH:3][C:4]2[C:9]([C:10]=1[CH:11]1[CH2:16][CH2:15][N:14]([CH3:17])[CH2:13][CH2:12]1)=[CH:8][C:7]([O:18][S:25]([C:19]1[CH:24]=[CH:23][CH:22]=[CH:21][CH:20]=1)(=[O:27])=[O:26])=[CH:6][CH:5]=2. (4) The product is: [NH2:25][C:22]1[N:23]=[CH:24][C:19]([C:6]2[CH:7]=[C:8]([CH:9]3[CH2:14][CH2:13][N:12]([CH2:15][C:18]#[N:32])[CH2:11][CH2:10]3)[N:4]([CH:1]([CH3:2])[CH3:3])[N:5]=2)=[CH:20][C:21]=1[C:26]([F:27])([F:29])[F:28]. Given the reactants [CH:1]([N:4]1[C:8]([CH:9]2[CH2:14][CH2:13][N:12]([CH:15]3[CH2:18]OC3)[CH2:11][CH2:10]2)=[CH:7][C:6]([C:19]2[CH:20]=[C:21]([C:26]([F:29])([F:28])[F:27])[C:22]([NH2:25])=[N:23][CH:24]=2)=[N:5]1)([CH3:3])[CH3:2].IC1C=C(C2CCN(CC#N)CC2)N(C(C)C)[N:32]=1, predict the reaction product. (5) Given the reactants [Cl:1][C:2]1[CH:3]=[CH:4][C:5]([O:18][CH2:19][CH:20]([CH3:22])[CH3:21])=[C:6]([CH2:8][N:9]2[C:13]([CH3:14])=[CH:12][C:11]([C:15]([OH:17])=[O:16])=[N:10]2)[CH:7]=1.NC1C=CC(C(OC)=O)=CN=1.Cl.CN(C)CCCN=C=NCC.O.O[N:48]1[C:52]2[CH:53]=[CH:54][CH:55]=[CH:56][C:51]=2[N:50]=[N:49]1, predict the reaction product. The product is: [Cl:1][C:2]1[CH:3]=[CH:4][C:5]([O:18][CH2:19][CH:20]([CH3:22])[CH3:21])=[C:6]([CH2:8][N:9]2[C:13]([CH3:14])=[CH:12][C:11]([C:15]([O:17][N:48]3[C:52]4[CH:53]=[CH:54][CH:55]=[CH:56][C:51]=4[N:50]=[N:49]3)=[O:16])=[N:10]2)[CH:7]=1.